Dataset: Catalyst prediction with 721,799 reactions and 888 catalyst types from USPTO. Task: Predict which catalyst facilitates the given reaction. (1) Reactant: [Br:1]Br.[Br:3][CH2:4][CH2:5][C:6]1[CH:11]=[CH:10][C:9]([C:12](=[O:16])[CH:13]([CH3:15])[CH3:14])=[CH:8][CH:7]=1.S([O-])([O-])(=O)=S.[Na+].[Na+]. Product: [Br:1][C:13]([CH3:14])([CH3:15])[C:12]([C:9]1[CH:10]=[CH:11][C:6]([CH2:5][CH2:4][Br:3])=[CH:7][CH:8]=1)=[O:16]. The catalyst class is: 262. (2) Product: [CH:1]1([CH2:4][N:5]2[CH2:10][CH2:9][N:8]([C@H:11]3[CH2:16][CH2:15][C@H:14]([NH:17][C:41]([C:35]4[CH:34]=[CH:33][C:32]([NH:31][C:28]5[N:27]=[CH:26][C:25]6[N:24]([CH3:44])[C:23](=[O:45])[C@H:22]([CH2:46][CH3:47])[N:21]([CH:18]([CH3:19])[CH3:20])[C:30]=6[N:29]=5)=[C:40]5[O:39][CH2:38][CH2:37][C:36]=45)=[O:42])[CH2:13][CH2:12]3)[CH2:7][CH2:6]2)[CH2:2][CH2:3]1. The catalyst class is: 4. Reactant: [CH:1]1([CH2:4][N:5]2[CH2:10][CH2:9][N:8]([C@H:11]3[CH2:16][CH2:15][C@H:14]([NH2:17])[CH2:13][CH2:12]3)[CH2:7][CH2:6]2)[CH2:3][CH2:2]1.[CH:18]([N:21]1[C:30]2[N:29]=[C:28]([NH:31][C:32]3[CH:33]=[CH:34][C:35]([C:41](O)=[O:42])=[C:36]4[C:40]=3[O:39][CH2:38][CH2:37]4)[N:27]=[CH:26][C:25]=2[N:24]([CH3:44])[C:23](=[O:45])[C@@H:22]1[CH2:46][CH3:47])([CH3:20])[CH3:19].F[B-](F)(F)F.N1(OC(N(C)C)=[N+](C)C)C2C=CC=CC=2N=N1.C(N(C(C)C)CC)(C)C.N. (3) Reactant: [N:1]([CH2:4][CH2:5][CH2:6][C:7]1[CH:8]=[C:9]([C:14]2([C:17]#[N:18])[CH2:16][CH2:15]2)[CH:10]=[C:11]([Br:13])[CH:12]=1)=[N+]=[N-].C1C=CC(P(C2C=CC=CC=2)C2C=CC=CC=2)=CC=1.C(=O)([O-])[O-].[K+].[K+].[C:44](O[C:44]([O:46][C:47]([CH3:50])([CH3:49])[CH3:48])=[O:45])([O:46][C:47]([CH3:50])([CH3:49])[CH3:48])=[O:45]. Product: [Br:13][C:11]1[CH:12]=[C:7]([CH2:6][CH2:5][CH2:4][NH:1][C:44](=[O:45])[O:46][C:47]([CH3:50])([CH3:49])[CH3:48])[CH:8]=[C:9]([C:14]2([C:17]#[N:18])[CH2:16][CH2:15]2)[CH:10]=1. The catalyst class is: 20. (4) Reactant: C([N:8]1[CH2:13][CH2:12][N:11]([C:14]([C:16]2[CH:21]=[C:20]([F:22])[C:19]([F:23])=[C:18]([F:24])[CH:17]=2)=[O:15])[CH2:10][CH2:9]1)C1C=CC=CC=1. Product: [N:11]1([C:14]([C:16]2[CH:17]=[C:18]([F:24])[C:19]([F:23])=[C:20]([F:22])[CH:21]=2)=[O:15])[CH2:12][CH2:13][NH:8][CH2:9][CH2:10]1. The catalyst class is: 19. (5) Reactant: [Cl:1][C:2]1[CH:3]=[CH:4][C:5]([S:8][C:9]2[O:13][C:12]([C:14]3[CH:19]=[CH:18][C:17]([F:20])=[CH:16][CH:15]=3)=[N:11][C:10]=2[CH2:21][O:22][C:23]2[CH:31]=[CH:30][C:26]([C:27]([OH:29])=O)=[CH:25][CH:24]=2)=[N:6][CH:7]=1.Cl.[CH2:33]([NH2:35])[CH3:34].CCN(C(C)C)C(C)C.F[P-](F)(F)(F)(F)F.N1(O[P+](N(C)C)(N(C)C)N(C)C)C2C=CC=CC=2N=N1. Product: [Cl:1][C:2]1[CH:3]=[CH:4][C:5]([S:8][C:9]2[O:13][C:12]([C:14]3[CH:19]=[CH:18][C:17]([F:20])=[CH:16][CH:15]=3)=[N:11][C:10]=2[CH2:21][O:22][C:23]2[CH:31]=[CH:30][C:26]([C:27]([NH:35][CH2:33][CH3:34])=[O:29])=[CH:25][CH:24]=2)=[N:6][CH:7]=1. The catalyst class is: 18. (6) Reactant: [CH3:1][C:2]1[CH:3]=[C:4]([CH2:14][C:15]([O:17]C(C)(C)C)=[O:16])[CH:5]=[CH:6][C:7]=1[C:8]1[CH:13]=[CH:12][N:11]=[N:10][CH:9]=1.FC(F)(F)C(O)=O. Product: [CH3:1][C:2]1[CH:3]=[C:4]([CH2:14][C:15]([OH:17])=[O:16])[CH:5]=[CH:6][C:7]=1[C:8]1[CH:13]=[CH:12][N:11]=[N:10][CH:9]=1. The catalyst class is: 2.